Dataset: Reaction yield outcomes from USPTO patents with 853,638 reactions. Task: Predict the reaction yield, written as a fraction of the theoretical maximum amount of product (1.0 means a 100% yield; for example, 0.34 means a 34% yield). (1) The reactants are [CH3:1][C:2]1[C:7]([Cl:8])=[C:6]([OH:9])[C:5]([CH2:10]/[CH:11]=[C:12](/[CH2:14][CH2:15][CH:16]=[C:17]([CH3:19])[CH3:18])\[CH3:13])=[C:4]([OH:20])[C:3]=1[CH:21]=[O:22].[H][H]. The catalyst is [Pd].C(O)C. The product is [Cl:8][C:7]1[C:2]([CH3:1])=[C:3]([C:4]([OH:20])=[C:5]([CH2:10][CH2:11][CH:12]([CH3:13])[CH2:14][CH2:15][CH2:16][CH:17]([CH3:19])[CH3:18])[C:6]=1[OH:9])[CH:21]=[O:22]. The yield is 0.220. (2) The yield is 0.550. The reactants are [NH2:1][C:2]1[C:7]([C:8]2[O:12][N:11]=[C:10]([CH2:13][C:14]3[CH:19]=[CH:18][C:17]([OH:20])=[CH:16][CH:15]=3)[CH:9]=2)=[CH:6][CH:5]=[CH:4][N:3]=1.[OH-].[Na+].[F:23][C:24]1[CH:25]=[C:26]([CH:29]=[CH:30][CH:31]=1)[CH2:27]Br. The product is [F:23][C:24]1[CH:25]=[C:26]([CH:29]=[CH:30][CH:31]=1)[CH2:27][O:20][C:17]1[CH:18]=[CH:19][C:14]([CH2:13][C:10]2[CH:9]=[C:8]([C:7]3[C:2]([NH2:1])=[N:3][CH:4]=[CH:5][CH:6]=3)[O:12][N:11]=2)=[CH:15][CH:16]=1. The catalyst is CO. (3) The reactants are [CH2:1]([O:3][C:4](=[O:12])[C:5]1[CH:10]=[CH:9][C:8]([NH2:11])=[CH:7][CH:6]=1)[CH3:2].[Br:13][C:14]1[CH:15]=[C:16]([CH:19]=[C:20]([O:22][CH3:23])[CH:21]=1)[CH:17]=O. The catalyst is C(O)C. The product is [CH2:1]([O:3][C:4](=[O:12])[C:5]1[CH:10]=[CH:9][C:8]([N:11]=[CH:17][C:16]2[CH:19]=[C:20]([O:22][CH3:23])[CH:21]=[C:14]([Br:13])[CH:15]=2)=[CH:7][CH:6]=1)[CH3:2]. The yield is 0.340. (4) The reactants are [N:1]1([C:7]2[N:12]=[C:11]([N:13]3[CH:18]4[CH2:19][CH2:20][CH:14]3[CH2:15][O:16][CH2:17]4)[N:10]=[C:9]([C:21]3[CH:27]=[CH:26][C:24]([NH2:25])=[CH:23][CH:22]=3)[N:8]=2)[CH2:6][CH2:5][O:4][CH2:3][CH2:2]1.Cl[C:29](Cl)([O:31]C(=O)OC(Cl)(Cl)Cl)Cl.[NH2:40][C:41]1[CH:49]=[CH:48][C:44]([C:45]([NH2:47])=[O:46])=[CH:43][CH:42]=1. No catalyst specified. The product is [N:1]1([C:7]2[N:12]=[C:11]([N:13]3[CH:14]4[CH2:20][CH2:19][CH:18]3[CH2:17][O:16][CH2:15]4)[N:10]=[C:9]([C:21]3[CH:27]=[CH:26][C:24]([NH:25][C:29]([NH:40][C:41]4[CH:49]=[CH:48][C:44]([C:45]([NH2:47])=[O:46])=[CH:43][CH:42]=4)=[O:31])=[CH:23][CH:22]=3)[N:8]=2)[CH2:2][CH2:3][O:4][CH2:5][CH2:6]1. The yield is 0.330. (5) The reactants are [CH3:1][O:2][C:3]1[CH:8]=[CH:7][C:6]([C:9](=[O:32])[CH2:10][N:11]2[CH2:15][CH2:14][CH2:13][CH:12]2[C:16]2[CH:21]=[CH:20][CH:19]=[C:18]([O:22][CH2:23][CH2:24][CH2:25][N:26]3[CH2:31][CH2:30][CH2:29][CH2:28][CH2:27]3)[CH:17]=2)=[CH:5][CH:4]=1.[BH4-].[Na+]. The catalyst is C(O)C.C(Cl)Cl. The product is [CH3:1][O:2][C:3]1[CH:8]=[CH:7][C:6]([CH:9]([OH:32])[CH2:10][N:11]2[CH2:15][CH2:14][CH2:13][CH:12]2[C:16]2[CH:21]=[CH:20][CH:19]=[C:18]([O:22][CH2:23][CH2:24][CH2:25][N:26]3[CH2:27][CH2:28][CH2:29][CH2:30][CH2:31]3)[CH:17]=2)=[CH:5][CH:4]=1. The yield is 0.830. (6) The reactants are [CH:1]1([CH2:5][OH:6])[CH2:4][CH2:3][CH2:2]1.[Na].[Br:8][C:9]1[C:10]([CH3:16])=[CH:11][C:12](Cl)=[N:13][CH:14]=1.Cl. The catalyst is C1COCC1. The product is [Br:8][C:9]1[C:10]([CH3:16])=[CH:11][C:12]([O:6][CH2:5][CH:1]2[CH2:4][CH2:3][CH2:2]2)=[N:13][CH:14]=1. The yield is 0.600. (7) The reactants are [I-].[C:15]1(P([C:15]2[CH:20]=[CH:19][CH:18]=[CH:17][CH:16]=2)[C:15]2[CH:20]=[CH:19][CH:18]=[CH:17][CH:16]=2)[CH:20]=[CH:19][CH:18]=[CH:17][CH:16]=1.C[Si]([N-][Si](C)(C)C)(C)C.[Na+].[CH2:31]([O:33][C:34](=[O:46])[C:35]([C:37]1[CH:42]=[CH:41][C:40]([S:43][CH3:44])=[C:39]([Cl:45])[CH:38]=1)=O)[CH3:32]. The catalyst is O1CCCC1.O. The product is [CH2:31]([O:33][C:34](=[O:46])[C:35]([C:37]1[CH:42]=[CH:41][C:40]([S:43][CH3:44])=[C:39]([Cl:45])[CH:38]=1)=[CH:15][CH:20]1[CH2:16][CH2:17][CH2:18][CH2:19]1)[CH3:32]. The yield is 0.600. (8) The reactants are [NH2:1][C:2]1[CH:3]=[C:4]([CH:9]=[CH:10][C:11]=1[O:12][CH3:13])[C:5]([O:7][CH3:8])=[O:6].[CH3:14][S:15](Cl)(=[O:17])=[O:16]. The catalyst is N1C=CC=CC=1. The product is [CH3:13][O:12][C:11]1[CH:10]=[CH:9][C:4]([C:5]([O:7][CH3:8])=[O:6])=[CH:3][C:2]=1[NH:1][S:15]([CH3:14])(=[O:17])=[O:16]. The yield is 0.910.